This data is from Forward reaction prediction with 1.9M reactions from USPTO patents (1976-2016). The task is: Predict the product of the given reaction. (1) Given the reactants [CH3:1][C:2]1[C:6]([C:7]([OH:9])=[O:8])=[CH:5][S:4][N:3]=1.C([Li])CCC.[I-:15].Cl, predict the reaction product. The product is: [I:15][C:5]1[S:4][N:3]=[C:2]([CH3:1])[C:6]=1[C:7]([OH:9])=[O:8]. (2) Given the reactants [CH3:1][C:2]1[CH:7]=[CH:6][C:5]([NH:8][C:9]([O:11][CH2:12][C:13]2[CH:18]=[CH:17][CH:16]=[CH:15][CH:14]=2)=[O:10])=[CH:4][C:3]=1[CH:19]1[CH2:24][CH2:23][NH:22][CH2:21][CH2:20]1.[F:25][C:26]1[CH:40]=[C:39]([F:41])[C:38]([F:42])=[CH:37][C:27]=1[O:28][C:29]1[CH:36]=[CH:35][C:32]([CH:33]=O)=[CH:31][CH:30]=1.C(O)(=O)C.C(O[BH-](OC(=O)C)OC(=O)C)(=O)C.[Na+].C([O-])(O)=O.[Na+], predict the reaction product. The product is: [CH3:1][C:2]1[CH:7]=[CH:6][C:5]([NH:8][C:9]([O:11][CH2:12][C:13]2[CH:18]=[CH:17][CH:16]=[CH:15][CH:14]=2)=[O:10])=[CH:4][C:3]=1[CH:19]1[CH2:20][CH2:21][N:22]([CH2:33][C:32]2[CH:35]=[CH:36][C:29]([O:28][C:27]3[CH:37]=[C:38]([F:42])[C:39]([F:41])=[CH:40][C:26]=3[F:25])=[CH:30][CH:31]=2)[CH2:23][CH2:24]1.